The task is: Predict the reactants needed to synthesize the given product.. This data is from Retrosynthesis with 50K atom-mapped reactions and 10 reaction types from USPTO. Given the product O=CNc1cc(C(O)CNCCOc2ccc3c(c2)[nH]c2ccccc23)ccc1O, predict the reactants needed to synthesize it. The reactants are: O=CNc1cc(C(O)CNCCOc2ccc3c(c2)[nH]c2ccccc23)ccc1OCc1ccccc1.